Predict the reactants needed to synthesize the given product. From a dataset of Full USPTO retrosynthesis dataset with 1.9M reactions from patents (1976-2016). (1) Given the product [CH3:45][O:46][C:47]([CH:49]1[CH2:54][N:53]([C:37](=[O:39])[C:36]2[CH:40]=[C:32]([F:31])[CH:33]=[CH:34][C:35]=2[C:41]([F:44])([F:43])[F:42])[CH2:52][CH2:51][N:50]1[C:55]([O:57][C:58]([CH3:61])([CH3:60])[CH3:59])=[O:56])=[O:48], predict the reactants needed to synthesize it. The reactants are: CCN(C(C)C)C(C)C.C1C=CC2N(O)N=NC=2C=1.CCN=C=NCCCN(C)C.[F:31][C:32]1[CH:33]=[CH:34][C:35]([C:41]([F:44])([F:43])[F:42])=[C:36]([CH:40]=1)[C:37]([OH:39])=O.[CH3:45][O:46][C:47]([CH:49]1[CH2:54][NH:53][CH2:52][CH2:51][N:50]1[C:55]([O:57][C:58]([CH3:61])([CH3:60])[CH3:59])=[O:56])=[O:48]. (2) Given the product [N:12]1[N:13]([C:2]2[CH:3]=[C:4]3[C:8](=[CH:9][CH:10]=2)[C:7](=[O:11])[CH2:6][CH2:5]3)[N:14]=[CH:15][CH:16]=1, predict the reactants needed to synthesize it. The reactants are: Br[C:2]1[CH:3]=[C:4]2[C:8](=[CH:9][CH:10]=1)[C:7](=[O:11])[CH2:6][CH2:5]2.[NH:12]1[CH:16]=[CH:15][N:14]=[N:13]1.C(=O)([O-])[O-].[K+].[K+]. (3) The reactants are: Br[C:2]1[CH:7]=[CH:6][N:5]2[CH:8]=[C:9]([C:11]3[CH:16]=[CH:15][CH:14]=[C:13]([O:17][CH3:18])[CH:12]=3)[N:10]=[C:4]2[CH:3]=1.[NH:19]1[CH2:23][CH2:22][CH2:21][CH2:20]1. Given the product [CH3:18][O:17][C:13]1[CH:12]=[C:11]([C:9]2[N:10]=[C:4]3[CH:3]=[C:2]([N:19]4[CH2:23][CH2:22][CH2:21][CH2:20]4)[CH:7]=[CH:6][N:5]3[CH:8]=2)[CH:16]=[CH:15][CH:14]=1, predict the reactants needed to synthesize it. (4) Given the product [N:1]1([N:11]=[C:13]2[CH2:19][CH2:18][CH2:17][N:16]([C:20]([O:22][CH2:23][C:24]3[CH:25]=[CH:26][CH:27]=[CH:28][CH:29]=3)=[O:21])[CH2:15][CH2:14]2)[C:10]2[C:5](=[CH:6][CH:7]=[CH:8][CH:9]=2)[CH2:4][CH2:3][CH2:2]1, predict the reactants needed to synthesize it. The reactants are: [N:1]1([NH2:11])[C:10]2[C:5](=[CH:6][CH:7]=[CH:8][CH:9]=2)[CH2:4][CH2:3][CH2:2]1.O=[C:13]1[CH2:19][CH2:18][CH2:17][N:16]([C:20]([O:22][CH2:23][C:24]2[CH:29]=[CH:28][CH:27]=[CH:26][CH:25]=2)=[O:21])[CH2:15][CH2:14]1.C(O)(=O)C.